Dataset: Retrosynthesis with 50K atom-mapped reactions and 10 reaction types from USPTO. Task: Predict the reactants needed to synthesize the given product. The reactants are: CO.Cn1c(C(F)(F)F)cc(=O)n(-c2ccc3snc(-c4sccc4CBr)c3c2)c1=O. Given the product COCc1ccsc1-c1nsc2ccc(-n3c(=O)cc(C(F)(F)F)n(C)c3=O)cc12, predict the reactants needed to synthesize it.